From a dataset of Full USPTO retrosynthesis dataset with 1.9M reactions from patents (1976-2016). Predict the reactants needed to synthesize the given product. (1) Given the product [CH3:19][O:18][C:15]1[CH:14]=[CH:13][C:12]([C:9]2[CH:10]=[CH:11][C:6]([C:4]([OH:5])=[O:3])=[CH:7][CH:8]=2)=[CH:17][CH:16]=1, predict the reactants needed to synthesize it. The reactants are: C([O:3][C:4]([C:6]1[CH:11]=[CH:10][C:9]([C:12]2[CH:17]=[CH:16][C:15]([O:18][CH3:19])=[CH:14][CH:13]=2)=[CH:8][CH:7]=1)=[O:5])C.[OH-].[Na+]. (2) Given the product [CH2:1]([O:3][C:4]([C@@H:6]1[CH2:10][C@@H:9]([S:32][C:29]2[CH:28]=[CH:27][C:26]([Cl:25])=[CH:31][N:30]=2)[CH2:8][C@H:7]1[C:16]([N:18]1[CH2:22][CH2:21][C:20]([F:23])([F:24])[CH2:19]1)=[O:17])=[O:5])[CH3:2], predict the reactants needed to synthesize it. The reactants are: [CH2:1]([O:3][C:4]([C@@H:6]1[CH2:10][C@H:9](OS(C)(=O)=O)[CH2:8][C@H:7]1[C:16]([N:18]1[CH2:22][CH2:21][C:20]([F:24])([F:23])[CH2:19]1)=[O:17])=[O:5])[CH3:2].[Cl:25][C:26]1[CH:27]=[CH:28][C:29]([SH:32])=[N:30][CH:31]=1. (3) Given the product [F:1][C:2]1[CH:7]=[CH:6][CH:5]=[CH:4][C:3]=1[N:8]1[C:12]([C:13]2[CH:14]=[CH:15][C:16]3=[N:19][O:21][C:30]([C:27]4[CH:28]=[CH:29][C:24]([O:23][CH3:22])=[CH:25][CH:26]=4)=[C:17]3[CH:18]=2)=[CH:11][CH:10]=[N:9]1, predict the reactants needed to synthesize it. The reactants are: [F:1][C:2]1[CH:7]=[CH:6][CH:5]=[CH:4][C:3]=1[N:8]1[C:12]([C:13]2[CH:18]=[CH:17][C:16]([N+:19]([O-:21])=O)=[CH:15][CH:14]=2)=[CH:11][CH:10]=[N:9]1.[CH3:22][O:23][C:24]1[CH:29]=[CH:28][C:27]([CH2:30]C#N)=[CH:26][CH:25]=1. (4) Given the product [Cl:8][C:9]1[CH:17]=[C:16]2[C:12]([C:13]([C:5](=[O:6])[CH2:4][CH2:3][S:2][CH3:1])=[C:14]([C:18]([O:20][CH2:21][CH3:22])=[O:19])[NH:15]2)=[CH:11][CH:10]=1, predict the reactants needed to synthesize it. The reactants are: [CH3:1][S:2][CH2:3][CH2:4][C:5](Cl)=[O:6].[Cl:8][C:9]1[CH:17]=[C:16]2[C:12]([CH:13]=[C:14]([C:18]([O:20][CH2:21][CH3:22])=[O:19])[NH:15]2)=[CH:11][CH:10]=1. (5) Given the product [Cl:8][C:6]1[N:7]=[C:2]([N:24]2[C:25]3[C:21](=[CH:20][C:19]([O:18][CH3:17])=[CH:27][C:26]=3[CH3:28])[CH2:22][CH2:23]2)[C:3](=[O:15])[N:4]([C@@H:9]([CH2:12][O:13][CH3:14])[CH2:10][CH3:11])[CH:5]=1, predict the reactants needed to synthesize it. The reactants are: Cl[C:2]1[C:3](=[O:15])[N:4]([C@@H:9]([CH2:12][O:13][CH3:14])[CH2:10][CH3:11])[CH:5]=[C:6]([Cl:8])[N:7]=1.Cl.[CH3:17][O:18][C:19]1[CH:20]=[C:21]2[C:25](=[C:26]([CH3:28])[CH:27]=1)[NH:24][CH2:23][CH2:22]2. (6) Given the product [Br:24][C:11]1[C:7]([C:2]2[CH:3]=[CH:4][CH:5]=[CH:6][N:1]=2)=[N:8][O:9][C:10]=1[C:12]1[O:16][N:15]=[C:14]([C:17]2[CH:22]=[CH:21][C:20]([CH3:23])=[CH:19][CH:18]=2)[N:13]=1, predict the reactants needed to synthesize it. The reactants are: [N:1]1[CH:6]=[CH:5][CH:4]=[CH:3][C:2]=1[C:7]1[CH:11]=[C:10]([C:12]2[O:16][N:15]=[C:14]([C:17]3[CH:22]=[CH:21][C:20]([CH3:23])=[CH:19][CH:18]=3)[N:13]=2)[O:9][N:8]=1.[Br:24]N1C(=O)CCC1=O. (7) Given the product [F:26][C:2]1([F:1])[CH2:3][CH2:4][CH:5]([CH2:8][C:9]2[N:13]3[C:14]([CH3:21])=[CH:15][C:16]([C:18]([NH:20][CH2:27][C:28]4([CH3:32])[CH2:31][O:30][CH2:29]4)=[O:19])=[CH:17][C:12]3=[N:11][C:10]=2[C:22]([F:23])([F:24])[F:25])[CH2:6][CH2:7]1, predict the reactants needed to synthesize it. The reactants are: [F:1][C:2]1([F:26])[CH2:7][CH2:6][CH:5]([CH2:8][C:9]2[N:13]3[C:14]([CH3:21])=[CH:15][C:16]([C:18]([NH2:20])=[O:19])=[CH:17][C:12]3=[N:11][C:10]=2[C:22]([F:25])([F:24])[F:23])[CH2:4][CH2:3]1.[CH3:27][C:28]1([CH2:32]CS(O)(=O)=O)[CH2:31][O:30][CH2:29]1.C(=O)([O-])[O-].[Cs+].[Cs+].C(=O)([O-])O.[Na+]. (8) Given the product [CH2:1]([C:3]1[CH:11]=[CH:10][C:6]([C:7]([N:57]2[CH2:58][CH2:59][C:42]3([O:43][C:44]4[CH:50]=[C:49]([C:51]([O:53][CH3:54])=[O:52])[CH:48]=[CH:47][C:45]=4[N:46]4[CH:38]=[CH:39][CH:40]=[C:41]34)[CH2:55][CH2:56]2)=[O:9])=[CH:5][C:4]=1[O:12][CH3:13])[CH3:2], predict the reactants needed to synthesize it. The reactants are: [CH2:1]([C:3]1[CH:11]=[CH:10][C:6]([C:7]([OH:9])=O)=[CH:5][C:4]=1[O:12][CH3:13])[CH3:2].CN(C(ON1N=NC2C=CC=NC1=2)=[N+](C)C)C.F[P-](F)(F)(F)(F)F.[CH:38]1[N:46]2[C:41]([C:42]3([CH2:59][CH2:58][NH:57][CH2:56][CH2:55]3)[O:43][C:44]3[CH:50]=[C:49]([C:51]([O:53][CH3:54])=[O:52])[CH:48]=[CH:47][C:45]=32)=[CH:40][CH:39]=1.CCN(CC)CC. (9) The reactants are: Cl[C:2]1[N:7]=[C:6]2[N:8]([CH3:11])[N:9]=[CH:10][C:5]2=[C:4]([NH:12][C:13]2[CH:18]=[CH:17][CH:16]=[C:15]([O:19][CH3:20])[CH:14]=2)[N:3]=1.[NH:21]1[CH:25]=[C:24](B2OC(C)(C)C(C)(C)O2)[CH:23]=[N:22]1.O. Given the product [CH3:20][O:19][C:15]1[CH:14]=[C:13]([NH:12][C:4]2[N:3]=[C:2]([C:24]3[CH:25]=[N:21][NH:22][CH:23]=3)[N:7]=[C:6]3[N:8]([CH3:11])[N:9]=[CH:10][C:5]=23)[CH:18]=[CH:17][CH:16]=1, predict the reactants needed to synthesize it.